Dataset: CYP2D6 inhibition data for predicting drug metabolism from PubChem BioAssay. Task: Regression/Classification. Given a drug SMILES string, predict its absorption, distribution, metabolism, or excretion properties. Task type varies by dataset: regression for continuous measurements (e.g., permeability, clearance, half-life) or binary classification for categorical outcomes (e.g., BBB penetration, CYP inhibition). Dataset: cyp2d6_veith. (1) The compound is O=c1c(-c2cc(F)cc(F)c2)nc2cnc(N3CCOCC3)nc2n1CCc1ccccc1. The result is 0 (non-inhibitor). (2) The compound is C[C@@H](C(=O)Nc1ccc2ccccc2c1)[C@H]1C[C@]1(C)[C@H](NC(=O)c1cccnc1)c1ccccc1. The result is 1 (inhibitor). (3) The drug is CN(C)c1ncc2ncc(=O)n(C3CC3)c2n1. The result is 0 (non-inhibitor). (4) The compound is COC(=O)N1CCC2(CC1)CN(C(=O)Nc1ccccc1)C2. The result is 0 (non-inhibitor). (5) The result is 1 (inhibitor). The compound is CC(=O)NCCNc1ncnc2ccc(-c3ccc4c(c3)OCO4)cc12. (6) The compound is O=[N+]([O-])c1cccc(/C=N\Nc2ccc3ccccc3n2)c1O. The result is 1 (inhibitor).